Dataset: Reaction yield outcomes from USPTO patents with 853,638 reactions. Task: Predict the reaction yield, written as a fraction of the theoretical maximum amount of product (1.0 means a 100% yield; for example, 0.34 means a 34% yield). (1) The reactants are [Cl:1][C:2]1[C:3]([NH:30][C:31]2[C:40]([F:41])=[CH:39][CH:38]=[CH:37][C:32]=2[C:33]([NH:35][CH3:36])=[O:34])=[N:4][C:5]([NH:8][C:9]2[CH:29]=[CH:28][C:12]3[C:13]([CH3:27])([CH3:26])[CH2:14][CH:15]([NH:19]C(=O)C(F)(F)F)[C:16](=[O:18])[NH:17][C:11]=3[CH:10]=2)=[N:6][CH:7]=1.[NH4+].[OH-].C1COCC1.[OH-].[Na+]. The catalyst is CO. The product is [NH2:19][CH:15]1[CH2:14][C:13]([CH3:26])([CH3:27])[C:12]2[CH:28]=[CH:29][C:9]([NH:8][C:5]3[N:4]=[C:3]([NH:30][C:31]4[C:40]([F:41])=[CH:39][CH:38]=[CH:37][C:32]=4[C:33]([NH:35][CH3:36])=[O:34])[C:2]([Cl:1])=[CH:7][N:6]=3)=[CH:10][C:11]=2[NH:17][C:16]1=[O:18]. The yield is 0.820. (2) The reactants are [NH2:1][C:2]1[C:11]2[CH:10]=[CH:9][C:8]([F:12])=[C:7](I)[C:6]=2[N:5]=[C:4]2[CH2:14][N:15]([CH2:18][CH2:19][CH3:20])[C:16](=[O:17])[C:3]=12.[F:21][C:22]1[CH:27]=[CH:26][CH:25]=[C:24]([O:28][CH3:29])[C:23]=1B(O)O. No catalyst specified. The product is [NH2:1][C:2]1[C:11]2[CH:10]=[CH:9][C:8]([F:12])=[C:7]([C:23]3[C:24]([O:28][CH3:29])=[CH:25][CH:26]=[CH:27][C:22]=3[F:21])[C:6]=2[N:5]=[C:4]2[CH2:14][N:15]([CH2:18][CH2:19][CH3:20])[C:16](=[O:17])[C:3]=12. The yield is 0.128. (3) The product is [C:1]([NH:4][C@H:5]1[C@H:14]([C@@H:15]([C@@H:17]([CH2:19][OH:20])[OH:18])[OH:16])[O:13][C:8]([OH:12])([C:9](=[O:10])[O:11][CH2:22][CH3:23])[CH2:7][C@@H:6]1[OH:21])(=[O:3])[CH3:2]. The reactants are [C:1]([NH:4][C@H:5]1[C@H:14]([C@@H:15]([C@@H:17]([CH2:19][OH:20])[OH:18])[OH:16])[O:13][C:8]([OH:12])([C:9](=[O:11])[OH:10])[CH2:7][C@@H:6]1[OH:21])(=[O:3])[CH3:2].[C:22](Cl)(=O)[CH3:23]. The yield is 0.917. The catalyst is C(O)C. (4) The product is [Br:22][C:5]1[C:6](=[O:7])[C:2]([CH3:14])([CH3:1])[O:3][C:4]=1[C:8]1[CH:13]=[CH:12][N:11]=[CH:10][CH:9]=1. The yield is 0.210. The catalyst is C(Cl)(Cl)Cl.C(Cl)Cl. The reactants are [CH3:1][C:2]1([CH3:14])[C:6](=[O:7])[CH:5]=[C:4]([C:8]2[CH:13]=[CH:12][N:11]=[CH:10][CH:9]=2)[O:3]1.C1C(=O)N([Br:22])C(=O)C1. (5) The reactants are Br[C:2]1[CH:7]=[CH:6][CH:5]=[C:4]([CH2:8][F:9])[N:3]=1.[CH2:10]([C:14]1[CH:23]=[CH:22][C:21]2[C:16](=[CH:17][CH:18]=[CH:19][CH:20]=2)[N:15]=1)[CH2:11][C:12]#[CH:13]. No catalyst specified. The product is [F:9][CH2:8][C:4]1[N:3]=[C:2]([C:13]#[C:12][CH2:11][CH2:10][C:14]2[CH:23]=[CH:22][C:21]3[C:16](=[CH:17][CH:18]=[CH:19][CH:20]=3)[N:15]=2)[CH:7]=[CH:6][CH:5]=1. The yield is 0.530. (6) The reactants are [C:1]([C:3]1[C:4]([C:34]2[C:42]3[C:37](=[CH:38][CH:39]=[CH:40][CH:41]=3)[N:36](S(C3C=CC=CC=3)(=O)=O)[CH:35]=2)=[N:5][C:6]([NH:9][C:10]2[CH:11]=[C:12]([NH:16][C:17](=[O:33])[C:18]3[CH:23]=[CH:22][C:21]([NH:24][C:25](=[O:32])/[CH:26]=[CH:27]/[CH2:28][N:29]([CH3:31])[CH3:30])=[CH:20][CH:19]=3)[CH:13]=[CH:14][CH:15]=2)=[N:7][CH:8]=1)#[N:2].[OH-].[Na+].Cl. The catalyst is C1COCC1. The product is [C:1]([C:3]1[C:4]([C:34]2[C:42]3[C:37](=[CH:38][CH:39]=[CH:40][CH:41]=3)[NH:36][CH:35]=2)=[N:5][C:6]([NH:9][C:10]2[CH:11]=[C:12]([NH:16][C:17](=[O:33])[C:18]3[CH:23]=[CH:22][C:21]([NH:24][C:25](=[O:32])/[CH:26]=[CH:27]/[CH2:28][N:29]([CH3:31])[CH3:30])=[CH:20][CH:19]=3)[CH:13]=[CH:14][CH:15]=2)=[N:7][CH:8]=1)#[N:2]. The yield is 0.0320.